Dataset: Full USPTO retrosynthesis dataset with 1.9M reactions from patents (1976-2016). Task: Predict the reactants needed to synthesize the given product. (1) Given the product [Br-:13].[CH3:7][O:8][C:9]1[CH:10]=[C:11]([CH:14]=[CH:15][C:16]=1[O:17][CH3:18])[CH2:12][N:4]1[CH:5]=[CH:6][N+:2]([CH3:1])=[CH:3]1, predict the reactants needed to synthesize it. The reactants are: [CH3:1][N:2]1[CH:6]=[CH:5][N:4]=[CH:3]1.[CH3:7][O:8][C:9]1[CH:10]=[C:11]([CH:14]=[CH:15][C:16]=1[O:17][CH3:18])[CH2:12][Br:13].C(OCC)C. (2) Given the product [CH2:49]([N:46]([CH2:47][CH3:48])[CH2:45][CH2:44][N:40]1[CH2:41][CH2:42][CH2:43][C@@H:38]([N:34]2[C:35]3[C:30](=[CH:29][C:28]([C:9]4[CH:10]=[N:11][C:6]([NH:5][C:4]([NH:3][CH2:1][CH3:2])=[O:26])=[CH:7][C:8]=4[C:15]4[S:16][CH:17]=[C:18]([C:20]5[CH:25]=[CH:24][CH:23]=[CH:22][CH:21]=5)[N:19]=4)=[N:37][CH:36]=3)[C:31](=[O:56])[C:32]([C:51]([OH:53])=[O:52])=[CH:33]2)[CH2:39]1)[CH3:50], predict the reactants needed to synthesize it. The reactants are: [CH2:1]([NH:3][C:4](=[O:26])[NH:5][C:6]1[N:11]=[CH:10][C:9](B(O)O)=[C:8]([C:15]2[S:16][CH:17]=[C:18]([C:20]3[CH:25]=[CH:24][CH:23]=[CH:22][CH:21]=3)[N:19]=2)[CH:7]=1)[CH3:2].Br[C:28]1[CH:29]=[C:30]2[C:35](=[CH:36][N:37]=1)[N:34]([C@@H:38]1[CH2:43][CH2:42][CH2:41][N:40]([CH2:44][CH2:45][N:46]([CH2:49][CH3:50])[CH2:47][CH3:48])[CH2:39]1)[CH:33]=[C:32]([C:51]([O:53]CC)=[O:52])[C:31]2=[O:56].C(=O)([O-])[O-].[Cs+].[Cs+].[OH-].[Li+].Cl. (3) Given the product [CH:1]([F:10])([O:6][CH:7]([F:9])[F:8])[C:2]([F:5])([F:4])[F:3].[CH:1]([F:10])([O:6][CH:7]([F:9])[F:8])[C:2]([F:5])([F:4])[F:3].[FH:14], predict the reactants needed to synthesize it. The reactants are: [CH:1]([F:10])([O:6][CH:7]([F:9])[F:8])[C:2]([F:5])([F:4])[F:3].F.C(Cl)(OC(F)F)C(F)(F)[F:14]. (4) Given the product [CH2:7]1[C:2]2[CH:3]=[CH:4][CH:5]=[CH:6][C:1]=2[CH2:9][O:10][S:18](=[O:19])(=[O:24])[O:8]1, predict the reactants needed to synthesize it. The reactants are: [C:1]1([CH2:9][OH:10])[C:2]([CH2:7][OH:8])=[CH:3][CH:4]=[CH:5][CH:6]=1.C(N(CC)CC)C.[S:18](Cl)(Cl)=[O:19].CC[O:24]CC. (5) Given the product [CH3:32][C:33]([O:36][C:37]([NH:39][C@H:40]([C@H:42]1[CH2:43][CH2:44][C@H:45]([C:48]([N:14]2[CH2:15][C@@H:11]([N:8]3[CH2:9][CH2:10][N:5]([S:2]([CH3:1])(=[O:4])=[O:3])[CH2:6][CH2:7]3)[CH2:12][C@H:13]2[C:16]([NH:18][C:19]2[CH:31]=[CH:30][C:22]([C:23]([O:25][C:26]([CH3:28])([CH3:27])[CH3:29])=[O:24])=[CH:21][CH:20]=2)=[O:17])=[O:49])[CH2:46][CH2:47]1)[CH3:41])=[O:38])([CH3:34])[CH3:35], predict the reactants needed to synthesize it. The reactants are: [CH3:1][S:2]([N:5]1[CH2:10][CH2:9][N:8]([C@@H:11]2[CH2:15][NH:14][C@H:13]([C:16]([NH:18][C:19]3[CH:31]=[CH:30][C:22]([C:23]([O:25][C:26]([CH3:29])([CH3:28])[CH3:27])=[O:24])=[CH:21][CH:20]=3)=[O:17])[CH2:12]2)[CH2:7][CH2:6]1)(=[O:4])=[O:3].[CH3:32][C:33]([O:36][C:37]([NH:39][C@H:40]([C@H:42]1[CH2:47][CH2:46][C@H:45]([C:48](O)=[O:49])[CH2:44][CH2:43]1)[CH3:41])=[O:38])([CH3:35])[CH3:34].